This data is from Reaction yield outcomes from USPTO patents with 853,638 reactions. The task is: Predict the reaction yield, written as a fraction of the theoretical maximum amount of product (1.0 means a 100% yield; for example, 0.34 means a 34% yield). (1) The reactants are [Cl:1][CH2:2][CH2:3][CH2:4][S:5][C:6]1[CH:15]=[CH:14][C:9]([C:10]([O:12][CH3:13])=[O:11])=[CH:8][CH:7]=1.[OH2:16].[OH:17]OS([O-])=O.[K+]. The catalyst is CO. The product is [Cl:1][CH2:2][CH2:3][CH2:4][S:5]([C:6]1[CH:15]=[CH:14][C:9]([C:10]([O:12][CH3:13])=[O:11])=[CH:8][CH:7]=1)(=[O:17])=[O:16]. The yield is 0.910. (2) The reactants are [F:1][C:2]1[CH:3]=[C:4]([CH3:11])[CH:5]=[CH:6][C:7]=1[N+:8]([O-:10])=[O:9].[Mn]([O-])(=O)(=O)=[O:13].[K+].[OH2:18]. No catalyst specified. The product is [F:1][C:2]1[CH:3]=[C:4]([CH:5]=[CH:6][C:7]=1[N+:8]([O-:10])=[O:9])[C:11]([OH:13])=[O:18]. The yield is 0.580.